This data is from Catalyst prediction with 721,799 reactions and 888 catalyst types from USPTO. The task is: Predict which catalyst facilitates the given reaction. (1) Reactant: C[O:2][C:3](=[O:37])[C:4]1[CH:9]=[CH:8][CH:7]=[C:6]([C@H:10]([NH:13][C:14]([C:16]2[N:24]3[C:19]([CH2:20][O:21][CH2:22][CH2:23]3)=[C:18]([C:25](=[O:36])[NH:26][C@@H:27]([C:30]3[CH:35]=[CH:34][CH:33]=[CH:32][CH:31]=3)[CH2:28][CH3:29])[CH:17]=2)=[O:15])[CH2:11][CH3:12])[CH:5]=1.COC(=O)C1C=CC=C([C@H](N)CC)C=1.[OH-].[Na+]. Product: [C:30]1([C@H:27]([NH:26][C:25]([C:18]2[CH:17]=[C:16]([C:14]([NH:13][C@@H:10]([C:6]3[CH:5]=[C:4]([CH:9]=[CH:8][CH:7]=3)[C:3]([OH:37])=[O:2])[CH2:11][CH3:12])=[O:15])[N:24]3[CH2:23][CH2:22][O:21][CH2:20][C:19]=23)=[O:36])[CH2:28][CH3:29])[CH:31]=[CH:32][CH:33]=[CH:34][CH:35]=1. The catalyst class is: 5. (2) Reactant: [H-].[Na+].[Cl:3][C:4]1[C:13]2[C:8](=[CH:9][C:10]([O:14][CH3:15])=[CH:11][CH:12]=2)[C:7]([NH:16][C:17](=[O:24])[C:18]2[CH:23]=[CH:22][CH:21]=[CH:20][CH:19]=2)=[CH:6][N:5]=1.[CH3:25]I. Product: [Cl:3][C:4]1[C:13]2[C:8](=[CH:9][C:10]([O:14][CH3:15])=[CH:11][CH:12]=2)[C:7]([N:16]([CH3:25])[C:17](=[O:24])[C:18]2[CH:19]=[CH:20][CH:21]=[CH:22][CH:23]=2)=[CH:6][N:5]=1. The catalyst class is: 3.